From a dataset of Peptide-MHC class I binding affinity with 185,985 pairs from IEDB/IMGT. Regression. Given a peptide amino acid sequence and an MHC pseudo amino acid sequence, predict their binding affinity value. This is MHC class I binding data. (1) The MHC is HLA-A01:01 with pseudo-sequence HLA-A01:01. The peptide sequence is LLAKSVFNSLY. The binding affinity (normalized) is 0.581. (2) The MHC is HLA-A02:12 with pseudo-sequence HLA-A02:12. The peptide sequence is YMLKDSAPT. The binding affinity (normalized) is 0.936.